This data is from Catalyst prediction with 721,799 reactions and 888 catalyst types from USPTO. The task is: Predict which catalyst facilitates the given reaction. Reactant: Cl[C:2]1[N:3]=[N:4][C:5]([CH:8]([CH3:10])[CH3:9])=[CH:6][CH:7]=1.O.[NH3:12]. Product: [NH2:12][C:2]1[N:3]=[N:4][C:5]([CH:8]([CH3:10])[CH3:9])=[CH:6][CH:7]=1. The catalyst class is: 6.